This data is from Peptide-MHC class II binding affinity with 134,281 pairs from IEDB. The task is: Regression. Given a peptide amino acid sequence and an MHC pseudo amino acid sequence, predict their binding affinity value. This is MHC class II binding data. (1) The peptide sequence is INVGFKAAVAAAAGV. The MHC is DRB1_0301 with pseudo-sequence DRB1_0301. The binding affinity (normalized) is 0.0479. (2) The peptide sequence is WFAMFSPIVPFWITA. The MHC is DRB1_0101 with pseudo-sequence DRB1_0101. The binding affinity (normalized) is 0.825. (3) The peptide sequence is PLSYTRFSLARQVDG. The MHC is HLA-DPA10103-DPB10401 with pseudo-sequence HLA-DPA10103-DPB10401. The binding affinity (normalized) is 1.00. (4) The peptide sequence is AANKQKQELDEISTN. The MHC is DRB3_0202 with pseudo-sequence DRB3_0202. The binding affinity (normalized) is 0.0804. (5) The peptide sequence is LLEFAVVLELAILSI. The MHC is DRB1_1302 with pseudo-sequence DRB1_1302. The binding affinity (normalized) is 0. (6) The peptide sequence is GIVTMLSPMLHHWIK. The MHC is DRB5_0101 with pseudo-sequence DRB5_0101. The binding affinity (normalized) is 0.898. (7) The MHC is HLA-DPA10103-DPB10401 with pseudo-sequence HLA-DPA10103-DPB10401. The binding affinity (normalized) is 0.481. The peptide sequence is YVGHDEFDAFVAYHI. (8) The peptide sequence is ESYKFIPALEAAVKQ. The MHC is HLA-DQA10401-DQB10402 with pseudo-sequence HLA-DQA10401-DQB10402. The binding affinity (normalized) is 0.405. (9) The peptide sequence is WFVRNPFFAVTALTI. The MHC is HLA-DQA10501-DQB10302 with pseudo-sequence HLA-DQA10501-DQB10302. The binding affinity (normalized) is 0.439. (10) The binding affinity (normalized) is 0.105. The peptide sequence is MASSSSVLLVVVLFA. The MHC is DRB1_1101 with pseudo-sequence DRB1_1101.